The task is: Predict the reactants needed to synthesize the given product.. This data is from Full USPTO retrosynthesis dataset with 1.9M reactions from patents (1976-2016). (1) Given the product [CH3:43][O:44][C:17]1[CH:16]=[C:15]2[C:21]([C:34]([OH:37])=[N:12][C:13]([C:2]3[CH:3]=[CH:4][CH:5]=[CH:6][CH:7]=3)=[N:14]2)=[CH:22][C:23]=1[CH3:28], predict the reactants needed to synthesize it. The reactants are: C(O)(=O)[C:2]1[CH:7]=[CH:6][CH:5]=[CH:4][CH:3]=1.CC[N:12]=[C:13]=[N:14][CH2:15][CH2:16][CH2:17]N(C)C.[C:21](O)(=O)[CH2:22][C:23]([CH2:28]C(O)=O)(C(O)=O)O.[C:34](=[O:37])([O-])[O-].[Na+].[Na+].CN([CH:43]=[O:44])C. (2) Given the product [CH2:27]([O:14][C:13](=[O:15])[NH:12][CH2:11][CH:8]1[CH2:7][C:6]2[CH:5]=[CH:4][CH:3]=[C:2]([C:21]3[CH:22]=[C:17]([Cl:16])[CH:18]=[CH:19][C:20]=3[Cl:23])[C:10]=2[O:9]1)[C:28]1[CH:33]=[CH:32][CH:31]=[CH:30][CH:29]=1, predict the reactants needed to synthesize it. The reactants are: Br[C:2]1[C:10]2[O:9][CH:8]([CH2:11][NH:12][C:13](=[O:15])[O-:14])[CH2:7][C:6]=2[CH:5]=[CH:4][CH:3]=1.[Cl:16][C:17]1[CH:22]=[CH:21][C:20]([Cl:23])=[CH:19][C:18]=1B(O)O.[CH3:27][C:28]1[CH:33]=[CH:32][C:31](S(OCC2[CH2:27][C:28]3[C:33](C4C=CC=CC=4)=[CH:32][CH:31]=[CH:30][C:29]=3O2)(=O)=O)=[CH:30][CH:29]=1. (3) The reactants are: [CH3:1][C:2]1[CH:3]=[C:4]([C:8]2[CH:9]=[CH:10][C:11]([C:19]3[CH:24]=[N:23][CH:22]=[CH:21][N:20]=3)=[C:12]([CH:18]=2)[C:13]([O:15]CC)=[O:14])[CH:5]=[N:6][CH:7]=1.[OH-].[Li+].Cl. Given the product [CH3:1][C:2]1[CH:3]=[C:4]([C:8]2[CH:9]=[CH:10][C:11]([C:19]3[CH:24]=[N:23][CH:22]=[CH:21][N:20]=3)=[C:12]([CH:18]=2)[C:13]([OH:15])=[O:14])[CH:5]=[N:6][CH:7]=1, predict the reactants needed to synthesize it. (4) Given the product [O:26]=[C:22]1[C@@H:21]([NH:20][C:13]([C:12]2[CH:11]=[C:10]([CH:18]=[CH:17][CH:16]=2)[CH2:9][NH:8][C:6](=[O:7])[O:5][C:1]([CH3:2])([CH3:3])[CH3:4])=[O:15])[CH2:25][CH2:24][O:23]1, predict the reactants needed to synthesize it. The reactants are: [C:1]([O:5][C:6]([NH:8][CH2:9][C:10]1[CH:11]=[C:12]([CH:16]=[CH:17][CH:18]=1)[C:13]([OH:15])=O)=[O:7])([CH3:4])([CH3:3])[CH3:2].Cl.[NH2:20][C@H:21]1[CH2:25][CH2:24][O:23][C:22]1=[O:26].CCN=C=NCCCN(C)C.Cl.C1C=CC2N(O)N=NC=2C=1.CN1CCOCC1. (5) Given the product [Cl:1][C:2]1[CH:7]=[CH:6][C:5]([C:8]2[NH:9][C:10]3[C:15]([C:16]=2[CH2:17][C:18]([OH:20])=[O:19])=[CH:14][C:13]([OH:21])=[CH:12][CH:11]=3)=[CH:4][C:3]=1[S:23](=[O:32])(=[O:31])[NH:24][CH:25]1[CH2:30][CH2:29][CH2:28][CH2:27][CH2:26]1, predict the reactants needed to synthesize it. The reactants are: [Cl:1][C:2]1[CH:7]=[CH:6][C:5]([C:8]2[NH:9][C:10]3[C:15]([C:16]=2[CH2:17][C:18]([OH:20])=[O:19])=[CH:14][C:13]([O:21]C)=[CH:12][CH:11]=3)=[CH:4][C:3]=1[S:23](=[O:32])(=[O:31])[NH:24][CH:25]1[CH2:30][CH2:29][CH2:28][CH2:27][CH2:26]1.CCOC(C)=O.C([O-])(O)=O.[Na+]. (6) Given the product [Br:7][C:4]1[S:3][C:2]([C:12]2[CH:13]=[CH:14][C:9]([OH:8])=[CH:10][CH:11]=2)=[N:6][CH:5]=1, predict the reactants needed to synthesize it. The reactants are: Br[C:2]1[S:3][C:4]([Br:7])=[CH:5][N:6]=1.[OH:8][C:9]1[CH:14]=[CH:13][C:12](B(O)O)=[CH:11][CH:10]=1.P([O-])([O-])([O-])=O.[K+].[K+].[K+]. (7) Given the product [NH2:1][C:2]1[N:6]([CH3:7])[C:5](=[O:8])[C:4]([C:9]2[CH:14]=[CH:13][C:12]([O:15][CH:16]([F:18])[F:17])=[CH:11][CH:10]=2)([C:19]2[CH:24]=[CH:23][CH:22]=[C:21]([C:30]#[C:29][CH2:28][O:27][CH3:26])[CH:20]=2)[N:3]=1, predict the reactants needed to synthesize it. The reactants are: [NH2:1][C:2]1[N:6]([CH3:7])[C:5](=[O:8])[C:4]([C:19]2[CH:24]=[CH:23][CH:22]=[C:21](Br)[CH:20]=2)([C:9]2[CH:14]=[CH:13][C:12]([O:15][CH:16]([F:18])[F:17])=[CH:11][CH:10]=2)[N:3]=1.[CH3:26][O:27][CH2:28][C:29]#[CH:30].O.